This data is from Forward reaction prediction with 1.9M reactions from USPTO patents (1976-2016). The task is: Predict the product of the given reaction. (1) Given the reactants [OH:1][CH2:2][CH2:3][C:4]1[N:5]=[C:6]([S:9][C:10]([CH3:15])([CH3:14])[C:11]([OH:13])=[O:12])[S:7][CH:8]=1.C1(P(C2C=CC=CC=2)C2C=CC=CC=2)C=CC=CC=1.[C:35]1([C:41]2[CH:46]=[CH:45][C:44](O)=[CH:43][CH:42]=2)[CH:40]=[CH:39][CH:38]=[CH:37][CH:36]=1.N(C(OC(C)C)=O)=NC(OC(C)C)=O, predict the reaction product. The product is: [C:35]1([C:41]2[CH:42]=[CH:43][CH:44]=[CH:45][CH:46]=2)[CH:40]=[CH:39][C:38]([O:1][CH2:2][CH2:3][C:4]2[N:5]=[C:6]([S:9][C:10]([CH3:15])([CH3:14])[C:11]([OH:13])=[O:12])[S:7][CH:8]=2)=[CH:37][CH:36]=1. (2) Given the reactants [Br:1][C:2]1[CH:3]=[C:4]([CH2:8][CH2:9][CH2:10][CH2:11][OH:12])[CH:5]=[CH:6][CH:7]=1.[C:13]1([CH3:23])[CH:18]=[CH:17][C:16]([S:19](Cl)(=[O:21])=[O:20])=[CH:15][CH:14]=1.C(N(CC)CC)C.[NH4+].[Cl-], predict the reaction product. The product is: [Br:1][C:2]1[CH:3]=[C:4]([CH2:8][CH2:9][CH2:10][CH2:11][O:12][S:19]([C:16]2[CH:17]=[CH:18][C:13]([CH3:23])=[CH:14][CH:15]=2)(=[O:21])=[O:20])[CH:5]=[CH:6][CH:7]=1. (3) Given the reactants [F:1][C:2]1[CH:3]=[CH:4][C:5]2[CH2:11][C:10]3[CH:12]=[CH:13][CH:14]=[CH:15][C:9]=3[C:8]([CH2:19]C=C)([CH2:16][CH:17]=[CH2:18])[C:7](=[O:22])[C:6]=2[CH:23]=1, predict the reaction product. The product is: [F:1][C:2]1[CH:3]=[CH:4][C:5]2[CH2:11][C:10]3[CH:12]=[CH:13][CH:14]=[CH:15][C:9]=3[C:8]3([CH2:16][CH:17]=[CH:18][CH2:19]3)[C:7](=[O:22])[C:6]=2[CH:23]=1.